Dataset: Reaction yield outcomes from USPTO patents with 853,638 reactions. Task: Predict the reaction yield, written as a fraction of the theoretical maximum amount of product (1.0 means a 100% yield; for example, 0.34 means a 34% yield). (1) The reactants are [OH:1][C:2]([C:5]1[N:10]=[CH:9][C:8]([C:11]([O:13]C)=[O:12])=[CH:7][CH:6]=1)([CH3:4])[CH3:3].[Li+:15].[OH-]. The catalyst is C1COCC1. The product is [OH:1][C:2]([C:5]1[N:10]=[CH:9][C:8]([C:11]([O-:13])=[O:12])=[CH:7][CH:6]=1)([CH3:3])[CH3:4].[Li+:15]. The yield is 1.00. (2) The reactants are [CH3:1][C:2](C)([O-])C.[K+].[Br:7][C:8]1[CH:16]=[C:15]2[C:11]([CH2:12][CH2:13][C:14]2=O)=[CH:10][CH:9]=1. The catalyst is [Br-].C([P+](C1C=CC=CC=1)(C1C=CC=CC=1)C1C=CC=CC=1)C.O1CCCC1. The product is [Br:7][C:8]1[CH:16]=[C:15]2[C:11]([CH2:12][CH2:13][C:14]2=[CH:1][CH3:2])=[CH:10][CH:9]=1. The yield is 0.740. (3) The reactants are [Si:1]([O:8][CH2:9][C@H:10]([CH2:26][CH:27]=[CH2:28])[CH2:11][C@H:12]1[CH2:16][O:15][C:14]([CH3:18])([CH3:17])[N:13]1[C:19]([O:21][C:22]([CH3:25])([CH3:24])[CH3:23])=[O:20])([C:4]([CH3:7])([CH3:6])[CH3:5])([CH3:3])[CH3:2].S(C)C.[OH-:32].[Na+].OO. The catalyst is C1COCC1.C(OCC)C. The product is [Si:1]([O:8][CH2:9][C@H:10]([CH2:26][CH2:27][CH2:28][OH:32])[CH2:11][C@H:12]1[CH2:16][O:15][C:14]([CH3:17])([CH3:18])[N:13]1[C:19]([O:21][C:22]([CH3:25])([CH3:24])[CH3:23])=[O:20])([C:4]([CH3:7])([CH3:5])[CH3:6])([CH3:3])[CH3:2]. The yield is 0.720. (4) The reactants are [Cl:1][C:2]1[C:7]([S:8]([NH2:11])(=[O:10])=[O:9])=[C:6]([OH:12])[C:5]([N+:13]([O-])=O)=[CH:4][CH:3]=1. The catalyst is C(OCC)(=O)C.[Pd]. The product is [NH2:13][C:5]1[C:6]([OH:12])=[C:7]([S:8]([NH2:11])(=[O:10])=[O:9])[C:2]([Cl:1])=[CH:3][CH:4]=1. The yield is 0.950. (5) The reactants are [CH3:1][O:2][C:3]1[CH:31]=[CH:30][C:6]([CH2:7][N:8]2[C:12]3=[N:13][CH:14]=[CH:15][C:16]([O:17][C:18]4[CH:23]=[C:22]([F:24])[C:21]([N+:25]([O-])=O)=[CH:20][C:19]=4[Cl:28])=[C:11]3[C:10]([CH3:29])=[N:9]2)=[CH:5][CH:4]=1. The catalyst is CCOC(C)=O.C([O-])([O-])=O.[Na+].[Na+]. The product is [CH3:1][O:2][C:3]1[CH:4]=[CH:5][C:6]([CH2:7][N:8]2[C:12]3=[N:13][CH:14]=[CH:15][C:16]([O:17][C:18]4[C:19]([Cl:28])=[CH:20][C:21]([NH2:25])=[C:22]([F:24])[CH:23]=4)=[C:11]3[C:10]([CH3:29])=[N:9]2)=[CH:30][CH:31]=1. The yield is 0.350. (6) The reactants are [C:1]([NH:9][C:10]1[N:18]=[C:17]2[C:13]([N:14]=[CH:15][N:16]2[C@H:19]2[C@H:24]3[C@H:25]([OH:26])[C@:21]([CH2:27][OH:28])([CH2:22][O:23]3)[O:20]2)=[C:12]([NH:29][C:30](=[O:37])[C:31]2[CH:36]=[CH:35][CH:34]=[CH:33][CH:32]=2)[N:11]=1)(=[O:8])[C:2]1[CH:7]=[CH:6][CH:5]=[CH:4][CH:3]=1.N1C=CC=CC=1.[C:44](Cl)([C:61]1[CH:66]=[CH:65][CH:64]=[CH:63][CH:62]=1)([C:53]1[CH:60]=[CH:59][C:56]([O:57][CH3:58])=[CH:55][CH:54]=1)[C:45]1[CH:52]=[CH:51][C:48]([O:49][CH3:50])=[CH:47][CH:46]=1. The catalyst is CCOC(C)=O. The product is [C:1]([NH:9][C:10]1[N:18]=[C:17]2[C:13]([N:14]=[CH:15][N:16]2[C@H:19]2[C@H:24]3[C@H:25]([OH:26])[C@:21]([CH2:27][O:28][C:44]([C:61]4[CH:66]=[CH:65][CH:64]=[CH:63][CH:62]=4)([C:53]4[CH:60]=[CH:59][C:56]([O:57][CH3:58])=[CH:55][CH:54]=4)[C:45]4[CH:46]=[CH:47][C:48]([O:49][CH3:50])=[CH:51][CH:52]=4)([CH2:22][O:23]3)[O:20]2)=[C:12]([NH:29][C:30](=[O:37])[C:31]2[CH:36]=[CH:35][CH:34]=[CH:33][CH:32]=2)[N:11]=1)(=[O:8])[C:2]1[CH:7]=[CH:6][CH:5]=[CH:4][CH:3]=1. The yield is 0.790. (7) The reactants are [F:1][C:2]1([F:16])[CH2:7][CH2:6][C@@H:5]([C:8]([O:10]C)=[O:9])[C@H:4]([C:12]([O:14][CH3:15])=[O:13])[CH2:3]1. The catalyst is P([O-])([O-])([O-])=O.CS(C)=O. The product is [F:1][C:2]1([F:16])[CH2:7][CH2:6][C@@H:5]([C:8]([OH:10])=[O:9])[C@H:4]([C:12]([O:14][CH3:15])=[O:13])[CH2:3]1. The yield is 0.940.